This data is from Catalyst prediction with 721,799 reactions and 888 catalyst types from USPTO. The task is: Predict which catalyst facilitates the given reaction. (1) Reactant: Cl[C:2]1[CH:3]=[C:4]([C:34]([F:37])([F:36])[F:35])[C:5]([N:8]2[C:12]3=[N:13][CH:14]=[N:15][C:16]([O:17][C@@H:18]([CH2:29][O:30][CH:31]([CH3:33])[CH3:32])[C:19]([NH:21][C:22]4[CH:27]=[CH:26][C:25]([CH3:28])=[CH:24][N:23]=4)=[O:20])=[C:11]3[CH:10]=[N:9]2)=[N:6][CH:7]=1. Product: [CH:31]([O:30][CH2:29][C@H:18]([O:17][C:16]1[N:15]=[CH:14][N:13]=[C:12]2[N:8]([C:5]3[C:4]([C:34]([F:37])([F:36])[F:35])=[CH:3][CH:2]=[CH:7][N:6]=3)[N:9]=[CH:10][C:11]=12)[C:19]([NH:21][C:22]1[CH:27]=[CH:26][C:25]([CH3:28])=[CH:24][N:23]=1)=[O:20])([CH3:33])[CH3:32]. The catalyst class is: 43. (2) Reactant: [OH:1][CH:2]([CH:32]([CH3:34])[CH3:33])[CH2:3][C@@H:4]1[CH2:9][C@H:8]([N:10]([CH:12]([CH3:14])[CH3:13])[CH3:11])[CH2:7][CH2:6][C@@H:5]1[NH:15][C:16](=[O:31])[CH2:17][NH:18][C:19](=[O:30])[C:20]1[CH:25]=[CH:24][CH:23]=[C:22]([C:26]([F:29])([F:28])[F:27])[CH:21]=1.[Cr](O[Cr]([O-])(=O)=O)([O-])(=O)=O.[NH+]1C=CC=CC=1.[NH+]1C=CC=CC=1.CCOC(C)=O. Product: [CH:12]([N:10]([CH3:11])[C@@H:8]1[CH2:7][CH2:6][C@H:5]([NH:15][C:16](=[O:31])[CH2:17][NH:18][C:19](=[O:30])[C:20]2[CH:25]=[CH:24][CH:23]=[C:22]([C:26]([F:27])([F:28])[F:29])[CH:21]=2)[C@H:4]([CH2:3][C:2](=[O:1])[CH:32]([CH3:34])[CH3:33])[CH2:9]1)([CH3:14])[CH3:13]. The catalyst class is: 2. (3) Reactant: [Cl:1][C:2]1[CH:3]=[C:4]([C:13]([F:20])([F:19])[C:14]([O:16]CC)=[O:15])[CH:5]=[CH:6][C:7]=1[O:8][C:9]([F:12])([F:11])[F:10].O.[OH-].[Li+]. Product: [Cl:1][C:2]1[CH:3]=[C:4]([C:13]([F:19])([F:20])[C:14]([OH:16])=[O:15])[CH:5]=[CH:6][C:7]=1[O:8][C:9]([F:12])([F:11])[F:10]. The catalyst class is: 364. (4) Reactant: [CH3:1][C:2]1[CH:7]=[CH:6][C:5]([CH3:8])=[CH:4][C:3]=1[S:9][CH2:10][C:11](=O)[CH2:12][C:13]([CH3:19])([CH3:18])[C:14]([O:16][CH3:17])=[O:15].BrCC(=O)CC(C)(C)C([O-])=O.CC1C=CC(C)=CC=1S.Cl.[CH:42]([C:45]1[CH:50]=[CH:49][C:48]([NH:51]N)=[CH:47][CH:46]=1)([CH3:44])[CH3:43]. Product: [CH3:1][C:2]1[CH:7]=[CH:6][C:5]([CH3:8])=[CH:4][C:3]=1[S:9][C:10]1[C:49]2[C:48](=[CH:47][CH:46]=[C:45]([CH:42]([CH3:44])[CH3:43])[CH:50]=2)[NH:51][C:11]=1[CH2:12][C:13]([CH3:19])([CH3:18])[C:14]([O:16][CH3:17])=[O:15]. The catalyst class is: 107. (5) Reactant: CC1C=CC(S(O[CH2:12][CH:13]([NH:19][C:20]([O:22][C:23]([CH3:26])([CH3:25])[CH3:24])=[O:21])[C:14]2[CH:18]=[CH:17][S:16][CH:15]=2)(=O)=O)=CC=1.[C-:27]#[N:28].[Na+].[Na+].[Cl-]. Product: [C:27]([CH2:12][CH:13]([NH:19][C:20](=[O:21])[O:22][C:23]([CH3:24])([CH3:25])[CH3:26])[C:14]1[CH:18]=[CH:17][S:16][CH:15]=1)#[N:28]. The catalyst class is: 16. (6) Reactant: [Cl:1][C:2]1[N:10]=[C:9]([F:11])[N:8]=[C:7]2[C:3]=1[N:4]=[CH:5][NH:6]2.C1(P(C2C=CC=CC=2)C2C=CC=CC=2)C=CC=CC=1.[C:31]([Si:35]([CH3:47])([CH3:46])[O:36][C:37]1[CH:38]=[C:39]([CH2:43][CH2:44]O)[CH:40]=[CH:41][CH:42]=1)([CH3:34])([CH3:33])[CH3:32].N(C(OCC)=O)=NC(OCC)=O. Product: [C:31]([Si:35]([CH3:47])([CH3:46])[O:36][C:37]1[CH:38]=[C:39]([CH2:43][CH2:44][N:6]2[CH:5]=[N:4][C:3]3[C:7]2=[N:8][C:9]([F:11])=[N:10][C:2]=3[Cl:1])[CH:40]=[CH:41][CH:42]=1)([CH3:33])([CH3:34])[CH3:32]. The catalyst class is: 1. (7) Reactant: [CH:1]1([C:8]2[CH:17]=[CH:16][C:11]3[NH:12][C:13](=[O:15])[O:14][C:10]=3[CH:9]=2)[CH2:6][CH2:5][C:4](=O)[CH2:3][CH2:2]1.[BH4-].[Na+].O.CCO[C:24]([CH3:26])=O. Product: [C:1]1([CH:24]([CH3:26])[CH2:10][CH2:11][NH:12][C@H:4]2[CH2:5][CH2:6][C@H:1]([C:8]3[CH:17]=[CH:16][C:11]4[NH:12][C:13](=[O:15])[O:14][C:10]=4[CH:9]=3)[CH2:2][CH2:3]2)[CH:6]=[CH:5][CH:4]=[CH:3][CH:2]=1. The catalyst class is: 1. (8) Reactant: [OH:1][C:2]1[CH:7]=[CH:6][C:5]([CH:8]([CH3:15])[CH2:9][C:10]([O:12][CH2:13][CH3:14])=[O:11])=[CH:4][C:3]=1[O:16][CH3:17].[CH2:18](Br)[C:19]1C=CC=C[CH:20]=1.C(=O)([O-])[O-].[K+].[K+].C(#N)C. Product: [CH3:17][O:16][C:3]1[CH:4]=[C:5]([CH:8]([CH3:15])[CH2:9][C:10]([O:12][CH2:13][CH3:14])=[O:11])[CH:6]=[CH:7][C:2]=1[O:1][CH2:20][C:19]#[CH:18]. The catalyst class is: 6. (9) Reactant: [CH2:1]([NH:8][C:9]1[N:17]=[CH:16][N:15]=[C:14]2[C:10]=1[N:11]=[C:12](Br)[N:13]2[C@@H:18]1[O:24][C@H:23]([CH2:25][OH:26])[C@@H:21]([OH:22])[C@H:19]1[OH:20])[C:2]1[CH:7]=[CH:6][CH:5]=[CH:4][CH:3]=1.C[C:29](O)=[O:30]. Product: [CH2:1]([NH:8][C:9]1[N:17]=[CH:16][N:15]=[C:14]2[C:10]=1[N:11]=[C:12]([O:30][CH3:29])[N:13]2[C@@H:18]1[O:24][C@H:23]([CH2:25][OH:26])[C@@H:21]([OH:22])[C@H:19]1[OH:20])[C:2]1[CH:7]=[CH:6][CH:5]=[CH:4][CH:3]=1. The catalyst class is: 5.